Predict the reaction yield, written as a fraction of the theoretical maximum amount of product (1.0 means a 100% yield; for example, 0.34 means a 34% yield). From a dataset of Reaction yield outcomes from USPTO patents with 853,638 reactions. (1) The reactants are CC1(C)C(C)(C)OB([C:9]2[CH:22]=[C:21]3[C:12]([C:13]4[CH:14]=[CH:15][C:16]([C:23]5[CH:24]=[CH:25][C:26]6[N:30]=[C:29]([C@@H:31]7[CH2:35][CH2:34][CH2:33][N:32]7[C:36]([O:38][C:39]([CH3:42])([CH3:41])[CH3:40])=[O:37])[NH:28][C:27]=6[CH:43]=5)=[CH:17][C:18]=4[CH2:19][CH2:20]3)=[CH:11][CH:10]=2)O1.Br[C:46]1[NH:50][C:49]([C@@H:51]2[CH2:55][CH2:54][CH2:53][N:52]2[C:56](=[O:66])[C@@H:57]([NH:61][C:62](=[O:65])[O:63][CH3:64])[CH:58]([CH3:60])[CH3:59])=[N:48][CH:47]=1.P([O-])([O-])([O-])=O.[K+].[K+].[K+].C(COC)OC. The catalyst is C(OCC)(=O)C.C1C=CC(P(C2C=CC=CC=2)[C-]2C=CC=C2)=CC=1.C1C=CC(P(C2C=CC=CC=2)[C-]2C=CC=C2)=CC=1.Cl[Pd]Cl.[Fe+2].C1C=CC([P]([Pd]([P](C2C=CC=CC=2)(C2C=CC=CC=2)C2C=CC=CC=2)([P](C2C=CC=CC=2)(C2C=CC=CC=2)C2C=CC=CC=2)[P](C2C=CC=CC=2)(C2C=CC=CC=2)C2C=CC=CC=2)(C2C=CC=CC=2)C2C=CC=CC=2)=CC=1. The product is [CH3:64][O:63][C:62]([NH:61][C@@H:57]([CH:58]([CH3:60])[CH3:59])[C:56]([N:52]1[CH2:53][CH2:54][CH2:55][C@H:51]1[C:49]1[NH:50][C:46]([C:9]2[CH:22]=[C:21]3[C:12]([C:13]4[CH:14]=[CH:15][C:16]([C:23]5[CH:24]=[CH:25][C:26]6[N:30]=[C:29]([C@@H:31]7[CH2:35][CH2:34][CH2:33][N:32]7[C:36]([O:38][C:39]([CH3:41])([CH3:40])[CH3:42])=[O:37])[NH:28][C:27]=6[CH:43]=5)=[CH:17][C:18]=4[CH2:19][CH2:20]3)=[CH:11][CH:10]=2)=[CH:47][N:48]=1)=[O:66])=[O:65]. The yield is 0.0400. (2) The reactants are [CH3:1][C:2]1[C:3]2[CH:4]=[C:5]([OH:35])[CH:6]=[CH:7][C:8]=2[N:9]([CH2:18][C:19]2[CH:20]=[CH:21][C:22]([O:25][CH2:26][CH2:27][N:28]3[CH2:34][CH2:33][CH2:32][CH2:31][CH2:30][CH2:29]3)=[CH:23][CH:24]=2)[C:10]=1[C:11]1[CH:12]=[CH:13][C:14]([OH:17])=[CH:15][CH:16]=1.[CH2:36]([OH:38])[CH3:37].C([O:42]C(C)C)(C)C. The catalyst is C(O)(=O)C. The product is [CH3:1][C:2]1[C:3]2[CH:4]=[C:5]([OH:35])[CH:6]=[CH:7][C:8]=2[N:9]([CH2:18][C:19]2[CH:24]=[CH:23][C:22]([O:25][CH2:26][CH2:27][N:28]3[CH2:29][CH2:30][CH2:31][CH2:32][CH2:33][CH2:34]3)=[CH:21][CH:20]=2)[C:10]=1[C:11]1[CH:12]=[CH:13][C:14]([OH:17])=[CH:15][CH:16]=1.[CH3:37][C:36]([OH:42])=[O:38]. The yield is 0.850. (3) The reactants are [CH3:1][C:2]1[N:3]([CH:11]([CH3:15])[C:12]([OH:14])=O)[CH:4]=[C:5]([C:7]([F:10])([F:9])[F:8])[N:6]=1.C(Cl)(=O)C(Cl)=O.[F:22][C:23]1[CH:28]=[CH:27][C:26]([N:29]2[C:37]3[CH2:36][CH2:35][CH2:34][NH:33][C:32]=3[CH:31]=[N:30]2)=[CH:25][CH:24]=1.N1C=CC=CC=1. The catalyst is ClCCl.O.CN(C)C=O. The product is [F:22][C:23]1[CH:24]=[CH:25][C:26]([N:29]2[C:37]3[CH2:36][CH2:35][CH2:34][N:33]([C:12](=[O:14])[CH:11]([N:3]4[CH:4]=[C:5]([C:7]([F:8])([F:9])[F:10])[N:6]=[C:2]4[CH3:1])[CH3:15])[C:32]=3[CH:31]=[N:30]2)=[CH:27][CH:28]=1. The yield is 0.870.